Dataset: Reaction yield outcomes from USPTO patents with 853,638 reactions. Task: Predict the reaction yield, written as a fraction of the theoretical maximum amount of product (1.0 means a 100% yield; for example, 0.34 means a 34% yield). (1) The reactants are [C:1]([C:4]1[CH:5]=[C:6]2[C:10](=[CH:11][CH:12]=1)[NH:9][C:8](=[O:13])[CH2:7]2)([OH:3])=[O:2].[CH3:14][C:15]1[C:23]2[C:18](=[CH:19][CH:20]=[CH:21][CH:22]=2)[NH:17][C:16]=1[CH:24]=O.N1CCCCC1. The catalyst is C(O)C. The product is [CH3:14][C:15]1[C:23]2[C:18](=[CH:19][CH:20]=[CH:21][CH:22]=2)[NH:17][C:16]=1[CH:24]=[C:7]1[C:6]2[C:10](=[CH:11][CH:12]=[C:4]([C:1]([OH:3])=[O:2])[CH:5]=2)[NH:9][C:8]1=[O:13]. The yield is 0.580. (2) The reactants are O[C:2]1([C:12]2[C:20]([OH:21])=[CH:19][C:15]3[O:16][CH2:17][O:18][C:14]=3[CH:13]=2)[C:10]2[C:5](=[CH:6][CH:7]=[CH:8][CH:9]=2)[NH:4][C:3]1=[O:11].C([SiH](CC)CC)C.CCCCCCC. The catalyst is COC(C)(C)C. The product is [OH:21][C:20]1[C:12]([CH:2]2[C:10]3[C:5](=[CH:6][CH:7]=[CH:8][CH:9]=3)[NH:4][C:3]2=[O:11])=[CH:13][C:14]2[O:18][CH2:17][O:16][C:15]=2[CH:19]=1. The yield is 0.750. (3) The reactants are [CH3:1][O:2][C:3]([CH2:5]P(OC)(OC)=O)=[O:4].[OH:12][C:13]1[CH:18]=[CH:17][C:16]([CH:19]2[CH2:24][CH2:23][C:22](=O)[CH2:21][CH2:20]2)=[CH:15][CH:14]=1.[H-].[Na+]. The catalyst is O1CCCC1. The product is [OH:12][C:13]1[CH:18]=[CH:17][C:16]([CH:19]2[CH2:24][CH2:23][C:22](=[CH:5][C:3]([O:2][CH3:1])=[O:4])[CH2:21][CH2:20]2)=[CH:15][CH:14]=1. The yield is 1.00. (4) The product is [F:21][C:18]1[CH:19]=[CH:20][C:2]([O:29][C:26]2[CH:27]=[CH:28][C:23]([F:22])=[CH:24][C:25]=2[O:30][CH3:31])=[C:3]([CH:17]=1)[C:4]([NH:6][C:7]1[CH:12]=[CH:11][CH:10]=[C:9]([S:13](=[O:16])(=[O:15])[NH2:14])[CH:8]=1)=[O:5]. The yield is 0.0300. The catalyst is CN(C=O)C.C(OCC)(=O)C. The reactants are F[C:2]1[CH:20]=[CH:19][C:18]([F:21])=[CH:17][C:3]=1[C:4]([NH:6][C:7]1[CH:12]=[CH:11][CH:10]=[C:9]([S:13](=[O:16])(=[O:15])[NH2:14])[CH:8]=1)=[O:5].[F:22][C:23]1[CH:28]=[CH:27][C:26]([OH:29])=[C:25]([O:30][CH3:31])[CH:24]=1.C(=O)([O-])[O-].[Cs+].[Cs+].O. (5) The yield is 0.688. The reactants are [Li+].[OH-].[F:3][C:4]1[CH:39]=[CH:38][CH:37]=[C:36]([O:40][CH3:41])[C:5]=1[CH2:6][N:7]1[CH2:12][C@H:11]([NH:13][C:14]([C:16]2[CH:17]=[C:18]3[C:22](=[CH:23][CH:24]=2)[NH:21][N:20]=[C:19]3[C:25]2[CH:30]=[CH:29][N:28]=[C:27]([CH3:31])[CH:26]=2)=[O:15])[CH2:10][CH2:9][C@H:8]1[C:32]([O:34]C)=[O:33].Cl. The catalyst is C1COCC1.CO.CCOCC. The product is [F:3][C:4]1[CH:39]=[CH:38][CH:37]=[C:36]([O:40][CH3:41])[C:5]=1[CH2:6][N:7]1[CH2:12][C@H:11]([NH:13][C:14]([C:16]2[CH:17]=[C:18]3[C:22](=[CH:23][CH:24]=2)[NH:21][N:20]=[C:19]3[C:25]2[CH:30]=[CH:29][N:28]=[C:27]([CH3:31])[CH:26]=2)=[O:15])[CH2:10][CH2:9][C@H:8]1[C:32]([OH:34])=[O:33]. (6) The reactants are [Cl:1][C:2]1[N:6]([CH2:7][CH:8](F)F)[N:5]=[CH:4][C:3]=1[N+:11]([O-:13])=[O:12].[CH3:14][O:15][C:16]1[CH:30]=[CH:29]C(CN2C=C([N+]([O-])=O)C=N2)=[CH:18][CH:17]=1. No catalyst specified. The product is [Cl:1][C:2]1[N:6]([CH2:7][C:8]2[CH:29]=[CH:30][C:16]([O:15][CH3:14])=[CH:17][CH:18]=2)[N:5]=[CH:4][C:3]=1[N+:11]([O-:13])=[O:12]. The yield is 0.460. (7) The reactants are [Cl:1][C:2]1[CH:10]=[C:9]2[C:5]([C:6]([C:11]([O:13]C)=[O:12])=[CH:7][NH:8]2)=[CH:4][C:3]=1[C:15]1[CH:20]=[CH:19][C:18]([CH:21]2[CH2:24][CH2:23][N:22]2[S:25]([CH3:28])(=[O:27])=[O:26])=[CH:17][CH:16]=1.[OH-].[Na+]. The catalyst is CO. The product is [Cl:1][C:2]1[CH:10]=[C:9]2[C:5]([C:6]([C:11]([OH:13])=[O:12])=[CH:7][NH:8]2)=[CH:4][C:3]=1[C:15]1[CH:20]=[CH:19][C:18]([CH:21]2[CH2:24][CH2:23][N:22]2[S:25]([CH3:28])(=[O:27])=[O:26])=[CH:17][CH:16]=1. The yield is 0.130.